From a dataset of Full USPTO retrosynthesis dataset with 1.9M reactions from patents (1976-2016). Predict the reactants needed to synthesize the given product. (1) Given the product [CH2:1]([C@@:8]12[CH2:21][C:20](=[O:22])[C@:19]([OH:29])([C:23]3[CH:24]=[CH:25][CH:26]=[CH:27][CH:28]=3)[CH2:18][C@H:17]1[CH2:16][CH2:15][C:14]1[CH:13]=[C:12]([C:30]([NH:33][C:34]3[C:35]([CH3:40])=[N:36][CH:37]=[CH:38][CH:39]=3)=[O:31])[CH:11]=[CH:10][C:9]2=1)[C:2]1[CH:3]=[CH:4][CH:5]=[CH:6][CH:7]=1, predict the reactants needed to synthesize it. The reactants are: [CH2:1]([C@@:8]12[CH2:21][C:20](=[O:22])[C@:19]([OH:29])([C:23]3[CH:28]=[CH:27][CH:26]=[CH:25][CH:24]=3)[CH2:18][C@H:17]1[CH2:16][CH2:15][C:14]1[CH:13]=[C:12]([C:30](O)=[O:31])[CH:11]=[CH:10][C:9]2=1)[C:2]1[CH:7]=[CH:6][CH:5]=[CH:4][CH:3]=1.[NH2:33][C:34]1[C:35]([CH3:40])=[N:36][CH:37]=[CH:38][CH:39]=1.CN1C=CN=C1.CCCP1(OP(CCC)(=O)OP(CCC)(=O)O1)=O. (2) Given the product [C:1]([C:3]1[C:4]([N:21]2[CH2:22][CH2:23][CH:24]([C:27]([NH:39][S:36]([CH2:35][CH:30]3[CH2:34][CH2:33][CH2:32][CH2:31]3)(=[O:38])=[O:37])=[O:28])[CH2:25][CH2:26]2)=[N:5][C:6]([CH2:14][N:15]2[CH2:19][CH2:18][CH2:17][C:16]2=[O:20])=[C:7]([C:9]([CH:11]2[CH2:12][CH2:13]2)=[O:10])[CH:8]=1)#[N:2], predict the reactants needed to synthesize it. The reactants are: [C:1]([C:3]1[C:4]([N:21]2[CH2:26][CH2:25][CH:24]([C:27](O)=[O:28])[CH2:23][CH2:22]2)=[N:5][C:6]([CH2:14][N:15]2[CH2:19][CH2:18][CH2:17][C:16]2=[O:20])=[C:7]([C:9]([CH:11]2[CH2:13][CH2:12]2)=[O:10])[CH:8]=1)#[N:2].[CH:30]1([CH2:35][S:36]([NH2:39])(=[O:38])=[O:37])[CH2:34][CH2:33][CH2:32][CH2:31]1. (3) Given the product [NH:8]1[CH:12]=[C:11]([CH2:13][CH2:14][CH2:15][CH2:16][C:17]([OH:19])=[O:18])[N:10]=[N:9]1, predict the reactants needed to synthesize it. The reactants are: COC1C=CC(C[N:8]2[CH:12]=[C:11]([CH2:13][CH2:14][CH2:15][CH2:16][C:17]([OH:19])=[O:18])[N:10]=[N:9]2)=CC=1. (4) Given the product [CH3:1][C:2]1[CH:7]=[C:6]([N:8]2[CH2:9][CH2:10][CH:11]([C:14]([OH:16])=[O:15])[CH2:12][CH2:13]2)[CH:5]=[CH:4][N:3]=1, predict the reactants needed to synthesize it. The reactants are: [CH3:1][C:2]1[CH:7]=[C:6]([N:8]2[CH2:13][CH2:12][CH:11]([C:14]([O:16]CC)=[O:15])[CH2:10][CH2:9]2)[CH:5]=[CH:4][N:3]=1.[OH-].[Na+].O.Cl. (5) Given the product [F:13][C:14]1[CH:15]=[C:16]([CH:28]=[C:29]([C:31]([F:32])([F:33])[F:34])[CH:30]=1)[C:17]([NH:19][C:20]1[CH:25]=[C:24]([C:6]2[CH:7]=[CH:8][CH:9]=[C:4]([N+:1]([O-:3])=[O:2])[CH:5]=2)[C:23]([CH3:26])=[CH:22][CH:21]=1)=[O:18], predict the reactants needed to synthesize it. The reactants are: [N+:1]([C:4]1[CH:5]=[C:6](B(O)O)[CH:7]=[CH:8][CH:9]=1)([O-:3])=[O:2].[F:13][C:14]1[CH:15]=[C:16]([CH:28]=[C:29]([C:31]([F:34])([F:33])[F:32])[CH:30]=1)[C:17]([NH:19][C:20]1[CH:25]=[CH:24][C:23]([CH3:26])=[C:22](I)[CH:21]=1)=[O:18].C(=O)([O-])[O-].[K+].[K+].